Dataset: Catalyst prediction with 721,799 reactions and 888 catalyst types from USPTO. Task: Predict which catalyst facilitates the given reaction. (1) Reactant: C(O)(C(F)(F)F)=O.[Cl:8][C:9]1[CH:14]=[CH:13][CH:12]=[C:11]([Cl:15])[C:10]=1[N:16]1[CH:45]=[CH:44][C:19]2[N:20]=[C:21]([NH:24][C:25]3[CH:30]=[CH:29][C:28]([N:31]4[CH2:36][CH2:35][N:34](C(OC(C)(C)C)=O)[CH2:33][CH2:32]4)=[CH:27][CH:26]=3)[N:22]=[CH:23][C:18]=2[C:17]1=[O:46]. Product: [Cl:8][C:9]1[CH:14]=[CH:13][CH:12]=[C:11]([Cl:15])[C:10]=1[N:16]1[CH:45]=[CH:44][C:19]2[N:20]=[C:21]([NH:24][C:25]3[CH:26]=[CH:27][C:28]([N:31]4[CH2:32][CH2:33][NH:34][CH2:35][CH2:36]4)=[CH:29][CH:30]=3)[N:22]=[CH:23][C:18]=2[C:17]1=[O:46]. The catalyst class is: 2. (2) Reactant: [CH3:1][O:2][C:3]([C:5]1[N:6]=[C:7]([Br:23])[C:8]2[C:13]([C:14]=1[OH:15])=[CH:12][CH:11]=[CH:10][C:9]=2[O:16][C:17]1[CH:22]=[CH:21][CH:20]=[CH:19][CH:18]=1)=[O:4].IC.[C:26](=O)([O-])[O-].[Cs+].[Cs+]. Product: [CH3:1][O:2][C:3]([C:5]1[N:6]=[C:7]([Br:23])[C:8]2[C:13]([C:14]=1[O:15][CH3:26])=[CH:12][CH:11]=[CH:10][C:9]=2[O:16][C:17]1[CH:18]=[CH:19][CH:20]=[CH:21][CH:22]=1)=[O:4]. The catalyst class is: 9. (3) Reactant: [F:1][C:2]1[CH:7]=[CH:6][CH:5]=[C:4]([F:8])[C:3]=1[CH:9]([N:11]1[C:19]2[C:14](=[N:15][CH:16]=[CH:17][CH:18]=2)[C:13]([C:20](O)=[O:21])=[CH:12]1)[CH3:10].[F:23][CH2:24][CH2:25][NH2:26].C(N(CC)CC)C.CCCP1(OP(CCC)(=O)OP(CCC)(=O)O1)=O. Product: [F:1][C:2]1[CH:7]=[CH:6][CH:5]=[C:4]([F:8])[C:3]=1[CH:9]([N:11]1[C:19]2[C:14](=[N:15][CH:16]=[CH:17][CH:18]=2)[C:13]([C:20]([NH:26][CH2:25][CH2:24][F:23])=[O:21])=[CH:12]1)[CH3:10]. The catalyst class is: 2. (4) Reactant: CCN=C=NCCCN(C)C.Cl.C1C=CC2N(O)N=NC=2C=1.CCN(C(C)C)C(C)C.[CH2:32]([O:39][C:40]1[CH:57]=[CH:56][C:43]([C:44]([NH:46][CH2:47][C:48](=[O:55])[N:49]2[CH2:54][CH2:53][NH:52][CH2:51][CH2:50]2)=[O:45])=[CH:42][CH:41]=1)[C:33]1[CH:38]=[CH:37][CH:36]=[CH:35][CH:34]=1.[C:58]1([CH2:64][C:65](O)=[O:66])[CH:63]=[CH:62][CH:61]=[CH:60][CH:59]=1. Product: [CH2:32]([O:39][C:40]1[CH:57]=[CH:56][C:43]([C:44]([NH:46][CH2:47][C:48](=[O:55])[N:49]2[CH2:50][CH2:51][N:52]([C:65](=[O:66])[CH2:64][C:58]3[CH:63]=[CH:62][CH:61]=[CH:60][CH:59]=3)[CH2:53][CH2:54]2)=[O:45])=[CH:42][CH:41]=1)[C:33]1[CH:38]=[CH:37][CH:36]=[CH:35][CH:34]=1. The catalyst class is: 136. (5) Reactant: [CH3:1][N:2]1[C:7](=[O:8])[CH:6]=[CH:5][C:4]([C:9]2[S:13][C:12]([C:14]([O:16]CC)=O)=[N:11][C:10]=2[C:19]2[CH:24]=[CH:23][CH:22]=[CH:21][CH:20]=2)=[N:3]1.[N:25]1[CH:30]=[CH:29][CH:28]=[CH:27][C:26]=1[CH2:31][NH2:32]. Product: [CH3:1][N:2]1[C:7](=[O:8])[CH:6]=[CH:5][C:4]([C:9]2[S:13][C:12]([C:14]([NH:32][CH2:31][C:26]3[CH:27]=[CH:28][CH:29]=[CH:30][N:25]=3)=[O:16])=[N:11][C:10]=2[C:19]2[CH:20]=[CH:21][CH:22]=[CH:23][CH:24]=2)=[N:3]1. The catalyst class is: 12. (6) Reactant: C(OC(=O)[NH:7][C@@H:8]1[C:14](=[O:15])[N:13]([CH3:16])[C:12]2[CH:17]=[CH:18][CH:19]=[CH:20][C:11]=2[N:10]([S:21]([CH3:24])(=[O:23])=[O:22])[CH2:9]1)(C)(C)C.[ClH:26]. Product: [ClH:26].[NH2:7][C@@H:8]1[C:14](=[O:15])[N:13]([CH3:16])[C:12]2[CH:17]=[CH:18][CH:19]=[CH:20][C:11]=2[N:10]([S:21]([CH3:24])(=[O:23])=[O:22])[CH2:9]1. The catalyst class is: 12.